Dataset: Forward reaction prediction with 1.9M reactions from USPTO patents (1976-2016). Task: Predict the product of the given reaction. Given the reactants Cl[C:2]1[N:7]=[C:6]([NH2:8])[C:5]([CH3:9])=[CH:4][N:3]=1.[N:10]1([S:16]([C:19]2[CH:20]=[C:21]([NH2:25])[CH:22]=[CH:23][CH:24]=2)(=[O:18])=[O:17])[CH2:15][CH2:14][CH2:13][CH2:12][CH2:11]1, predict the reaction product. The product is: [CH3:9][C:5]1[C:6]([NH2:8])=[N:7][C:2]([NH:25][C:21]2[CH:22]=[CH:23][CH:24]=[C:19]([S:16]([N:10]3[CH2:15][CH2:14][CH2:13][CH2:12][CH2:11]3)(=[O:18])=[O:17])[CH:20]=2)=[N:3][CH:4]=1.